The task is: Regression/Classification. Given a drug SMILES string, predict its absorption, distribution, metabolism, or excretion properties. Task type varies by dataset: regression for continuous measurements (e.g., permeability, clearance, half-life) or binary classification for categorical outcomes (e.g., BBB penetration, CYP inhibition). Dataset: b3db_classification.. This data is from Blood-brain barrier permeability classification from the B3DB database. (1) The drug is CCC(C)(CC)OC(N)=O. The result is 1 (penetrates BBB). (2) The drug is C=CCN1CCC23CCCCC2C1Cc1ccc(O)cc13. The result is 1 (penetrates BBB). (3) The molecule is O=C(NCc1nc(-c2ccc(Cl)cc2)no1)c1ccc(CN2CCOCC2)cc1. The result is 1 (penetrates BBB). (4) The compound is CCC(C(=O)OCCN1CCOC(c2ccccc2)C1C)c1ccccc1. The result is 1 (penetrates BBB). (5) The drug is CCCNCC(O)COc1ccccc1C(=O)CCc1ccccc1. The result is 0 (does not penetrate BBB). (6) The compound is CCCC(=O)Nc1ccc(OCC(O)CNC(C)C)c(C(C)=O)c1. The result is 1 (penetrates BBB). (7) The compound is O=C(CCCl)NCCc1ccccc1. The result is 1 (penetrates BBB). (8) The compound is N#Cc1ccc2c(c1)C1=C(CCN(CC3CCCC3)CC1)c1ccccc1O2. The result is 1 (penetrates BBB). (9) The drug is CC(=O)OCC(=O)[C@H]1[C@H](C)C[C@H]2[C@@H]3C[C@H](F)C4=CC(=O)C=C[C@]4(C)C3(Cl)[C@@H](O)C[C@@]21C. The result is 1 (penetrates BBB). (10) The compound is C[C@]12CCC(=O)C=C1CC[C@H]1C3CC[C@H](C(=O)CO)C3(C=O)C[C@H](O)C12. The result is 0 (does not penetrate BBB).